From a dataset of NCI-60 drug combinations with 297,098 pairs across 59 cell lines. Regression. Given two drug SMILES strings and cell line genomic features, predict the synergy score measuring deviation from expected non-interaction effect. (1) Drug 1: C1=C(C(=O)NC(=O)N1)F. Drug 2: C1C(C(OC1N2C=NC3=C2NC=NCC3O)CO)O. Cell line: MDA-MB-231. Synergy scores: CSS=16.7, Synergy_ZIP=-8.78, Synergy_Bliss=-0.0197, Synergy_Loewe=0.271, Synergy_HSA=1.61. (2) Drug 1: CCC1(CC2CC(C3=C(CCN(C2)C1)C4=CC=CC=C4N3)(C5=C(C=C6C(=C5)C78CCN9C7C(C=CC9)(C(C(C8N6C=O)(C(=O)OC)O)OC(=O)C)CC)OC)C(=O)OC)O.OS(=O)(=O)O. Drug 2: CC1=C(C=C(C=C1)C(=O)NC2=CC(=CC(=C2)C(F)(F)F)N3C=C(N=C3)C)NC4=NC=CC(=N4)C5=CN=CC=C5. Cell line: A549. Synergy scores: CSS=6.11, Synergy_ZIP=3.43, Synergy_Bliss=6.24, Synergy_Loewe=2.27, Synergy_HSA=4.58. (3) Drug 1: C1=NC(=NC(=O)N1C2C(C(C(O2)CO)O)O)N. Drug 2: CS(=O)(=O)OCCCCOS(=O)(=O)C. Cell line: SK-OV-3. Synergy scores: CSS=7.15, Synergy_ZIP=-0.127, Synergy_Bliss=3.49, Synergy_Loewe=-1.05, Synergy_HSA=1.44. (4) Drug 1: COC1=CC(=CC(=C1O)OC)C2C3C(COC3=O)C(C4=CC5=C(C=C24)OCO5)OC6C(C(C7C(O6)COC(O7)C8=CC=CS8)O)O. Drug 2: C1CN(P(=O)(OC1)NCCCl)CCCl. Cell line: U251. Synergy scores: CSS=13.9, Synergy_ZIP=-4.32, Synergy_Bliss=-6.60, Synergy_Loewe=-51.7, Synergy_HSA=-5.97. (5) Drug 1: C1CCC(CC1)NC(=O)N(CCCl)N=O. Drug 2: C1=NC2=C(N=C(N=C2N1C3C(C(C(O3)CO)O)F)Cl)N. Cell line: BT-549. Synergy scores: CSS=26.9, Synergy_ZIP=-6.87, Synergy_Bliss=-4.45, Synergy_Loewe=-10.6, Synergy_HSA=-2.17.